Dataset: Drug-target binding data from BindingDB using Ki measurements. Task: Regression. Given a target protein amino acid sequence and a drug SMILES string, predict the binding affinity score between them. We predict pKi (pKi = -log10(Ki in M); higher means stronger inhibition). Dataset: bindingdb_ki. (1) The small molecule is C[C@@H]1CCC[C@H](c2ccc(-c3cc(Cl)ccc3-n3cc(Cl)nn3)c[n+]2[O-])c2cccc(c2)-c2c(cnn2C(F)F)NC1=O. The target protein (P06870) has sequence MWFLVLCLALSLGGTGAAPPIQSRIVGGWECEQHSQPWQAALYHFSTFQCGGILVHRQWVLTAAHCISDNYQLWLGRHNLFDDENTAQFVHVSESFPHPGFNMSLLENHTRQADEDYSHDLMLLRLTEPADTITDAVKVVELPTEEPEVGSTCLASGWGSIEPENFSFPDDLQCVDLKILPNDECKKAHVQKVTDFMLCVGHLEGGKDTCVGDSGGPLMCDGVLQGVTSWGYVPCGTPNKPSVAVRVLSYVKWIEDTIAENS. The pKi is 8.8. (2) The compound is CC[N+](CC)(CC)CC. The target protein (Q8BGY9) has sequence MSFHVEGLVAIILFYLLIFLVGIWAAWKTKNSGNPEERSEAIIVGGRDIGLLVGGFTMTATWVGGGYINGTAEAVYGPGCGLAWAQAPIGYSLSLILGGLFFAKPMRSKGYVTMLDPFQQIYGKRMGGLLFIPALMGEMFWAAAIFSALGATISVIIDVDVNISVIVSALIAILYTLVGGLYSVAYTDVVQLFCIFIGLWISVPFALSHPAVTDIGFTAVHAKYQSPWLGTIESVEVYTWLDNFLLLMLGGIPWQAYFQRVLSSSSATYAQVLSFLAAFGCLVMALPAICIGAIGASTDWNQTAYGYPDPKTKEEADMILPIVLQYLCPVYISFFGLGAVSAAVMSSADSSILSASSMFARNIYQLSFRQNASDKEIVWVMRITVLVFGASATAMALLTKTVYGLWYLSSDLVYIIIFPQLLCVLFIKGTNTYGAVAGYIFGLFLRITGGEPYLYLQPLIFYPGYYSDKNGIYNQRFPFKTLSMVTSFFTNICVSYLAKY.... The pKi is 3.6. (3) The small molecule is CCN1CC2(COC(=O)c3ccccc3-n3c(O)cc(C)c3O)CCC(OC)C34C5CC6C(OC)CC(O)(C5C6OC)C(O)(C(OC)C23)C14. The target protein (P20420) has sequence MVQLLAGRWRPTGARRGTRGGLPELSSAAKHEDSLFRDLFEDYERWVRPVEHLSDKIKIKFGLAISQLVDVDEKNQLMTTNVWLKQEWIDVKLRWNPDDYGGIKIIRVPSDSLWIPDIVLFDNADGRFEGASTKTVVRYNGTVTWTQPANYKSSCTIDVTFFPFDLQNCSMKFGSWTYDGSQVDIILEDQDVDRTDFFDNGEWEIMSAMGSKGNRTDSCCWYPYITYSFVIKRLPLFYTLFLIIPCIGLSFLTVVVFYLPSNEGEKISLCTSVLVSLTVFLLVIEEIIPSSSKVIPLIGEYLVFTMIFVTLSIMVTVFAINIHHRSSSTHNAMAPWVRKIFLHKLPKLLCMRSHADRYFTQREEAESGAGPKSRNTLEAALDCIRYITRHVVKENDVREVVEDWKFIAQVLDRMFLWTFLLVSIIGTLGLFVPVIYKWANIIVPVHIGNTIK. The pKi is 6.7. (4) The small molecule is CC1(C)C(=O)C(C)(C)c2cc(C(=O)Nc3ccc(C(=O)O)cc3)ccc21. The target protein sequence is PALCQLGKYTTNNSSEQRVSLDIDLWDKFSELSTKCIIKTVEFAKQLPGFTTLTIADQITLLKAACLDILILRICTRYTPEQDTMTFSDGLTLNRTQMHNAGFGPLTDLVFAFANQLLPLEMDDAETGLLSAICLICGDRQDLEQPDRVDMLQEPLLEALKVYVRKRRPSRPHMFPKMLMKITDLRSISAKGAERVITLKMEIPGSMPPLIQEMLENSEG. The pKi is 8.7. (5) The small molecule is CC(=O)c1ccc(N2C[C@@H](C(=O)N[C@@H](Cc3ccccc3)[C@H](O)CN(CC(C)C)S(=O)(=O)c3ccc4c(c3)OCO4)OC2=O)cc1. The target protein sequence is PQITLWKRPLVTIRIGGQLKEALLDTGADDTVLEEMNLPGKWKPKMIGGIGGFIKVRQYDQIPIEICGHKAIGTVLVGPTPVNIIGRNLLTQIGCTLNF. The pKi is 9.9.